The task is: Predict the reactants needed to synthesize the given product.. This data is from Full USPTO retrosynthesis dataset with 1.9M reactions from patents (1976-2016). Given the product [CH3:34][NH:36][CH2:2][CH2:3][CH2:4][N:5]1[CH:13]=[C:12]2[C:7]([N:8]=[C:9]([C:27]3[CH:32]=[CH:31][C:30]([F:33])=[CH:29][CH:28]=3)[C:10]([C:21]3[CH:26]=[CH:25][N:24]=[CH:23][CH:22]=3)=[C:11]2[C:14]2[CH:19]=[CH:18][C:17]([F:20])=[CH:16][CH:15]=2)=[N:6]1, predict the reactants needed to synthesize it. The reactants are: Cl[CH2:2][CH2:3][CH2:4][N:5]1[CH:13]=[C:12]2[C:7]([N:8]=[C:9]([C:27]3[CH:32]=[CH:31][C:30]([F:33])=[CH:29][CH:28]=3)[C:10]([C:21]3[CH:26]=[CH:25][N:24]=[CH:23][CH:22]=3)=[C:11]2[C:14]2[CH:19]=[CH:18][C:17]([F:20])=[CH:16][CH:15]=2)=[N:6]1.[C:34](#[N:36])C.